From a dataset of Forward reaction prediction with 1.9M reactions from USPTO patents (1976-2016). Predict the product of the given reaction. (1) Given the reactants [NH2:1][C:2]1[C:7]2=[CH:8][CH:9]=[C:10]([CH:11]3[O:15][C:14]([CH2:19][OH:20])([CH:16]=[N:17]O)[CH:13]([O:21][Si:22]([C:25]([CH3:28])([CH3:27])[CH3:26])([CH3:24])[CH3:23])[CH2:12]3)[N:6]2[N:5]=[CH:4][N:3]=1.CCN(CC)CC.FC(F)(F)C(OC(=O)C(F)(F)F)=O, predict the reaction product. The product is: [NH2:1][C:2]1[C:7]2=[CH:8][CH:9]=[C:10]([C@@H:11]3[O:15][C@@:14]([CH2:19][OH:20])([C:16]#[N:17])[C@@H:13]([O:21][Si:22]([C:25]([CH3:28])([CH3:27])[CH3:26])([CH3:23])[CH3:24])[CH2:12]3)[N:6]2[N:5]=[CH:4][N:3]=1. (2) Given the reactants [Br:1][C:2]1[N:7]=[C:6]([C:8](=[O:10])[CH3:9])[CH:5]=[CH:4][CH:3]=1.C(N(CC)CC)C.[C:18]([Si:22]([CH3:32])([CH3:31])S(OC(F)(F)F)(=O)=O)([CH3:21])([CH3:20])[CH3:19], predict the reaction product. The product is: [Br:1][C:2]1[CH:3]=[CH:4][CH:5]=[C:6]([C:8]([O:10][Si:22]([C:18]([CH3:21])([CH3:20])[CH3:19])([CH3:32])[CH3:31])=[CH2:9])[N:7]=1. (3) Given the reactants Cl[C:2]1[C:3]2[N:4]([CH:10]=[CH:11][CH:12]=2)[N:5]=[CH:6][C:7]=1[C:8]#[N:9].[CH3:13][O:14][C:15]1[CH:16]=[C:17]([C:23]([NH2:26])([CH3:25])[CH3:24])[CH:18]=[CH:19][C:20]=1[O:21][CH3:22].CCN(C(C)C)C(C)C, predict the reaction product. The product is: [CH3:13][O:14][C:15]1[CH:16]=[C:17]([C:23]([NH:26][C:2]2[C:3]3[N:4]([CH:10]=[CH:11][CH:12]=3)[N:5]=[CH:6][C:7]=2[C:8]#[N:9])([CH3:24])[CH3:25])[CH:18]=[CH:19][C:20]=1[O:21][CH3:22]. (4) Given the reactants [F:1][C:2]1[CH:3]=[CH:4][C:5]([NH:8][C:9]([C:11]2[C:16]([NH2:17])=[CH:15][CH:14]=[C:13]([CH3:18])[N:12]=2)=[O:10])=[N:6][CH:7]=1.Br[C:20]1[CH:21]=[N:22][CH:23]=[CH:24][CH:25]=1, predict the reaction product. The product is: [F:1][C:2]1[CH:3]=[CH:4][C:5]([NH:8][C:9]([C:11]2[C:16]([NH:17][C:20]3[CH:21]=[N:22][CH:23]=[CH:24][CH:25]=3)=[CH:15][CH:14]=[C:13]([CH3:18])[N:12]=2)=[O:10])=[N:6][CH:7]=1. (5) The product is: [C:25]([O:24][C:23]([NH:22][C:11]1[CH:12]=[CH:13][C:14]([C:16]2[CH:17]=[CH:18][N+:19]([O-:32])=[CH:20][CH:21]=2)=[CH:15][C:10]=1[NH:9][C:7](=[O:8])[C:6]1[CH:30]=[CH:31][C:3]([O:2][CH3:1])=[CH:4][CH:5]=1)=[O:29])([CH3:28])([CH3:26])[CH3:27]. Given the reactants [CH3:1][O:2][C:3]1[CH:31]=[CH:30][C:6]([C:7]([NH:9][C:10]2[CH:15]=[C:14]([C:16]3[CH:21]=[CH:20][N:19]=[CH:18][CH:17]=3)[CH:13]=[CH:12][C:11]=2[NH:22][C:23](=[O:29])[O:24][C:25]([CH3:28])([CH3:27])[CH3:26])=[O:8])=[CH:5][CH:4]=1.[OH:32]O, predict the reaction product. (6) Given the reactants [CH2:1]([N:8]1[CH2:13][C:12](=[O:14])[CH2:11][C:10](=O)[CH2:9]1)[C:2]1[CH:7]=[CH:6][CH:5]=[CH:4][CH:3]=1.[NH3:16].[S:17]1(=[O:24])(=[O:23])[CH2:21][CH2:20][C:19](=O)[CH2:18]1.[Br:25][C:26]1[CH:27]=[C:28]([CH:31]=[CH:32][C:33]=1[F:34])[CH:29]=O, predict the reaction product. The product is: [CH2:1]([N:8]1[CH2:9][C:10]2[NH:16][C:19]3[CH2:20][CH2:21][S:17](=[O:24])(=[O:23])[C:18]=3[CH:29]([C:28]3[CH:31]=[CH:32][C:33]([F:34])=[C:26]([Br:25])[CH:27]=3)[C:11]=2[C:12](=[O:14])[CH2:13]1)[C:2]1[CH:3]=[CH:4][CH:5]=[CH:6][CH:7]=1.